From a dataset of Catalyst prediction with 721,799 reactions and 888 catalyst types from USPTO. Predict which catalyst facilitates the given reaction. (1) Reactant: [C:1]([O:5][C:6](=[O:20])[NH:7][CH2:8][CH2:9][N:10]1[C:18]2[C:17](Cl)=[N:16][CH:15]=[N:14][C:13]=2[CH:12]=[CH:11]1)([CH3:4])([CH3:3])[CH3:2].[CH3:21][C:22]1[CH:23]=[C:24]([CH:26]=[CH:27][C:28]=1[O:29][C:30]1[CH:35]=[CH:34][CH:33]=[C:32]([O:36][CH2:37][C:38]([F:41])([F:40])[F:39])[CH:31]=1)[NH2:25]. Product: [C:1]([O:5][C:6](=[O:20])[NH:7][CH2:8][CH2:9][N:10]1[C:18]2[C:17]([NH:25][C:24]3[CH:26]=[CH:27][C:28]([O:29][C:30]4[CH:35]=[CH:34][CH:33]=[C:32]([O:36][CH2:37][C:38]([F:39])([F:40])[F:41])[CH:31]=4)=[C:22]([CH3:21])[CH:23]=3)=[N:16][CH:15]=[N:14][C:13]=2[CH:12]=[CH:11]1)([CH3:4])([CH3:3])[CH3:2]. The catalyst class is: 32. (2) Reactant: C(=O)([O-])[O-].[K+].[K+].Br[CH2:8][CH2:9][CH2:10]Br.[OH:12][C:13]1[CH:14]=[C:15]([CH:18]=[C:19]([O:22][CH3:23])[C:20]=1[OH:21])[CH:16]=[O:17].O. Product: [CH3:23][O:22][C:19]1[C:20]2[O:21][CH2:8][CH2:9][CH2:10][O:12][C:13]=2[CH:14]=[C:15]([CH:16]=[O:17])[CH:18]=1. The catalyst class is: 39. (3) Reactant: [C:1](=[O:18])(ON1C(=O)CCC1=O)[O:2][CH2:3][C:4]1[CH:9]=[CH:8][CH:7]=[CH:6][CH:5]=1.Cl.[N+:20]([C:23]1[CH:24]=[C:25]([C@@H:29]([NH2:31])[CH3:30])[CH:26]=[CH:27][CH:28]=1)([O-:22])=[O:21].CCN(C(C)C)C(C)C. Product: [N+:20]([C:23]1[CH:24]=[C:25]([C@@H:29]([NH:31][C:1](=[O:18])[O:2][CH2:3][C:4]2[CH:5]=[CH:6][CH:7]=[CH:8][CH:9]=2)[CH3:30])[CH:26]=[CH:27][CH:28]=1)([O-:22])=[O:21]. The catalyst class is: 2. (4) Reactant: [CH3:1][C:2]1[CH:7]=[CH:6][N:5]=[C:4]([NH2:8])[CH:3]=1.[CH:9]1([CH:12]=O)[CH2:11][CH2:10]1.C(O[BH-](OC(=O)C)OC(=O)C)(=O)C.[Na+].[OH-].[Na+]. Product: [CH:9]1([CH2:12][NH:8][C:4]2[CH:3]=[C:2]([CH3:1])[CH:7]=[CH:6][N:5]=2)[CH2:11][CH2:10]1. The catalyst class is: 15.